From a dataset of Reaction yield outcomes from USPTO patents with 853,638 reactions. Predict the reaction yield, written as a fraction of the theoretical maximum amount of product (1.0 means a 100% yield; for example, 0.34 means a 34% yield). (1) The yield is 0.813. The reactants are Cl[CH2:2][CH2:3][NH:4][C:5]([NH:7][C:8]1[CH:9]=[C:10]([CH3:14])[CH:11]=[CH:12][CH:13]=1)=[O:6].[H-].[Na+].C(OC(=O)C)C. The product is [C:10]1([CH3:14])[CH:11]=[CH:12][CH:13]=[C:8]([N:7]2[CH2:2][CH2:3][NH:4][C:5]2=[O:6])[CH:9]=1. The catalyst is CN(C=O)C.C1COCC1. (2) The reactants are C(P1(=O)OP(CCC)(=O)OP(CCC)(=O)O1)CC.[Br:19][C:20]1[CH:46]=[CH:45][C:23]2[N:24]([C:32]([C:34]3[CH:35]=[CH:36][C:37]4[O:42][CH2:41][C:40](=[O:43])[NH:39][C:38]=4[CH:44]=3)=[O:33])[CH:25]([CH2:28][C:29](O)=[O:30])[CH2:26][O:27][C:22]=2[CH:21]=1.[CH3:47][NH2:48].C1COCC1. The catalyst is CCOC(C)=O. The product is [Br:19][C:20]1[CH:46]=[CH:45][C:23]2[N:24]([C:32]([C:34]3[CH:35]=[CH:36][C:37]4[O:42][CH2:41][C:40](=[O:43])[NH:39][C:38]=4[CH:44]=3)=[O:33])[CH:25]([CH2:28][C:29]([NH:48][CH3:47])=[O:30])[CH2:26][O:27][C:22]=2[CH:21]=1. The yield is 0.560. (3) The reactants are [Cl:1][C:2]1[N:7]=[C:6]([CH2:8]O)[CH:5]=[CH:4][CH:3]=1.S(Cl)([Cl:12])=O.C(=O)([O-])O.[Na+]. The catalyst is C1(C)C=CC=CC=1. The product is [Cl:1][C:2]1[CH:3]=[CH:4][CH:5]=[C:6]([CH2:8][Cl:12])[N:7]=1. The yield is 0.730. (4) The reactants are [C:1]([C:3]1[CH:8]=[CH:7][C:6]([C@@H:9]2[C:14]([C:15]#[N:16])=[C:13]([CH3:17])[N:12]([C:18]3[CH:23]=[CH:22][CH:21]=[C:20]([C:24]([F:27])([F:26])[F:25])[CH:19]=3)[C:11](=[O:28])[NH:10]2)=[C:5]([S:29]([CH3:32])(=[O:31])=[O:30])[CH:4]=1)#[N:2].[H-].[Na+].Br[CH2:36][C:37]#[N:38]. The catalyst is C1COCC1. The product is [C:37]([CH2:36][N:10]1[C@H:9]([C:6]2[CH:7]=[CH:8][C:3]([C:1]#[N:2])=[CH:4][C:5]=2[S:29]([CH3:32])(=[O:31])=[O:30])[C:14]([C:15]#[N:16])=[C:13]([CH3:17])[N:12]([C:18]2[CH:23]=[CH:22][CH:21]=[C:20]([C:24]([F:27])([F:26])[F:25])[CH:19]=2)[C:11]1=[O:28])#[N:38]. The yield is 0.680.